Dataset: Ames mutagenicity test results for genotoxicity prediction. Task: Regression/Classification. Given a drug SMILES string, predict its toxicity properties. Task type varies by dataset: regression for continuous values (e.g., LD50, hERG inhibition percentage) or binary classification for toxic/non-toxic outcomes (e.g., AMES mutagenicity, cardiotoxicity, hepatotoxicity). Dataset: ames. (1) The result is 1 (mutagenic). The compound is CC(=O)c1ccc([N+](=O)[O-])[nH]1. (2) The drug is CNC(=O)ON. The result is 1 (mutagenic).